Dataset: Full USPTO retrosynthesis dataset with 1.9M reactions from patents (1976-2016). Task: Predict the reactants needed to synthesize the given product. (1) Given the product [CH:1]1([N:4]2[CH2:9][CH2:8][CH:7]([C:10](=[S:22])[NH2:12])[CH2:6][CH2:5]2)[CH2:3][CH2:2]1, predict the reactants needed to synthesize it. The reactants are: [CH:1]1([N:4]2[CH2:9][CH2:8][CH:7]([C:10]([NH2:12])=O)[CH2:6][CH2:5]2)[CH2:3][CH2:2]1.COC1C=CC(P2(SP(C3C=CC(OC)=CC=3)(=S)S2)=[S:22])=CC=1. (2) Given the product [CH2:8]([N:7]([N:10]1[CH:14]=[C:13]([C:19]2[CH:18]=[N:17][CH:22]=[CH:21][CH:20]=2)[N:12]=[CH:11]1)[C:6](=[O:16])[O:5][C:1]([CH3:4])([CH3:3])[CH3:2])[CH3:9], predict the reactants needed to synthesize it. The reactants are: [C:1]([O:5][C:6](=[O:16])[N:7]([N:10]1[CH:14]=[C:13](Br)[N:12]=[CH:11]1)[CH2:8][CH3:9])([CH3:4])([CH3:3])[CH3:2].[N:17]1[CH:22]=[CH:21][CH:20]=[C:19](B(O)O)[CH:18]=1.C(=O)([O-])[O-].[K+].[K+].O. (3) Given the product [C:12]([O:11][C:10]([NH:9][C@@H:6]([CH2:7][CH3:8])[C:5]([NH:4][CH2:1]/[CH:2]=[CH:3]/[C:27]1[C:28]2[C:33](=[CH:32][CH:31]=[CH:30][CH:29]=2)[N:25]([C:23]([O:22][C:18]([CH3:21])([CH3:20])[CH3:19])=[O:24])[CH:26]=1)=[O:17])=[O:16])([CH3:15])([CH3:14])[CH3:13], predict the reactants needed to synthesize it. The reactants are: [CH2:1]([NH:4][C:5](=[O:17])[C@@H:6]([NH:9][C:10](=[O:16])[O:11][C:12]([CH3:15])([CH3:14])[CH3:13])[CH2:7][CH3:8])[CH:2]=[CH2:3].[C:18]([O:22][C:23]([N:25]1[C:33]2[C:28](=[CH:29][CH:30]=[CH:31][CH:32]=2)[C:27](Br)=[CH:26]1)=[O:24])([CH3:21])([CH3:20])[CH3:19].C1(C)C=CC=CC=1P(C1C=CC=CC=1C)C1C=CC=CC=1C.C(N(CC)CC)C. (4) Given the product [CH2:11]([O:16][C:17]1[CH:18]=[CH:19][C:20]([C:23]2[CH:28]=[CH:27][C:26]([CH2:2][C:3]([C:5]3[CH:10]=[CH:9][CH:8]=[CH:7][CH:6]=3)=[O:4])=[CH:25][CH:24]=2)=[CH:21][CH:22]=1)[CH2:12][CH2:13][CH2:14][CH3:15], predict the reactants needed to synthesize it. The reactants are: Cl[CH2:2][C:3]([C:5]1[CH:10]=[CH:9][CH:8]=[CH:7][CH:6]=1)=[O:4].[CH2:11]([O:16][C:17]1[CH:22]=[CH:21][C:20]([C:23]2[CH:28]=[CH:27][C:26](B(O)O)=[CH:25][CH:24]=2)=[CH:19][CH:18]=1)[CH2:12][CH2:13][CH2:14][CH3:15].C(=O)([O-])[O-].[Na+].[Na+].[Cl-].C1C=C(S([O-])(=O)=O)C=C(P(C2C=CC=C(S([O-])(=O)=O)C=2)C2C=CC=C(S([O-])(=O)=O)C=2)C=1.[Na+].[Na+].[Na+]. (5) Given the product [CH3:8][C:7]1[C:2]([CH3:1])=[C:3]([OH:10])[C:4]([CH3:9])=[CH:5][C:6]=1[CH:21]=[O:23], predict the reactants needed to synthesize it. The reactants are: [CH3:1][C:2]1[C:7]([CH3:8])=[CH:6][CH:5]=[C:4]([CH3:9])[C:3]=1[OH:10].C1N2CN3CN(C2)CN1C3.[C:21](O)(=[O:23])C. (6) Given the product [F:1][C:2]1[CH:3]=[CH:4][C:5]([N:8]2[C:16]3[C:11](=[CH:12][C:13]([O:17][C@H:18]([C:22]4[CH:27]=[CH:26][CH:25]=[C:24]([O:28][CH3:29])[CH:23]=4)[C@@H:19]([NH:21][C:36](=[O:37])[C:31]4[CH:32]=[CH:33][CH:34]=[CH:35][N:30]=4)[CH3:20])=[CH:14][CH:15]=3)[CH:10]=[N:9]2)=[CH:6][CH:7]=1, predict the reactants needed to synthesize it. The reactants are: [F:1][C:2]1[CH:7]=[CH:6][C:5]([N:8]2[C:16]3[C:11](=[CH:12][C:13]([O:17][C@H:18]([C:22]4[CH:27]=[CH:26][CH:25]=[C:24]([O:28][CH3:29])[CH:23]=4)[C@@H:19]([NH2:21])[CH3:20])=[CH:14][CH:15]=3)[CH:10]=[N:9]2)=[CH:4][CH:3]=1.[N:30]1[CH:35]=[CH:34][CH:33]=[CH:32][C:31]=1[C:36](O)=[O:37].